This data is from Reaction yield outcomes from USPTO patents with 853,638 reactions. The task is: Predict the reaction yield, written as a fraction of the theoretical maximum amount of product (1.0 means a 100% yield; for example, 0.34 means a 34% yield). (1) The reactants are [Br:1][C:2]1[CH:7]=[CH:6][C:5]([NH:8][C:9]2[C:14]([C:15]([NH:17][NH2:18])=[O:16])=[CH:13][N:12]3[CH:19]=[CH:20][N:21]=[C:11]3[C:10]=2[Cl:22])=[C:4]([F:23])[CH:3]=1.[N:24]#[C:25]Br.C(=O)(O)[O-].[Na+]. The catalyst is O1CCOCC1.O.C(OCC)(=O)C. The product is [NH2:24][C:25]1[O:16][C:15]([C:14]2[C:9]([NH:8][C:5]3[CH:6]=[CH:7][C:2]([Br:1])=[CH:3][C:4]=3[F:23])=[C:10]([Cl:22])[C:11]3[N:12]([CH:19]=[CH:20][N:21]=3)[CH:13]=2)=[N:17][N:18]=1. The yield is 0.910. (2) The reactants are [I:1][C:2]1[CH:3]=[C:4]([CH:6]=[CH:7][CH:8]=1)[NH2:5].[N:9]([O-])=O.[Na+].O.O.[Sn](Cl)Cl. The catalyst is Cl.O. The product is [I:1][C:2]1[CH:3]=[C:4]([NH:5][NH2:9])[CH:6]=[CH:7][CH:8]=1. The yield is 0.940. (3) The reactants are [CH3:1][CH:2]([N:4]1[C:12]2[CH:11]=[C:10]([C:13]([F:16])([F:15])[F:14])[CH:9]=C(C#N)[C:7]=2[CH:6]=[CH:5]1)[CH3:3].[OH-:19].[Na+].[CH2:21]([OH:23])[CH3:22]. No catalyst specified. The product is [CH:2]([N:4]1[C:12]2[CH:11]=[C:10]([C:13]([F:16])([F:15])[F:14])[CH:9]=[C:22]([C:21]([OH:19])=[O:23])[C:7]=2[CH:6]=[CH:5]1)([CH3:3])[CH3:1]. The yield is 0.860. (4) The reactants are [Cl:1][C:2]1[C:11]2[C:6](=[CH:7][CH:8]=[C:9]([F:12])[CH:10]=2)[C:5]([O:13]C)=[CH:4][N:3]=1.B(Br)(Br)Br. The catalyst is C(Cl)Cl. The product is [Cl:1][C:2]1[C:11]2[C:6](=[CH:7][CH:8]=[C:9]([F:12])[CH:10]=2)[C:5]([OH:13])=[CH:4][N:3]=1. The yield is 0.930. (5) The product is [O:1]1[CH2:6][CH2:5][N:4]([C:7]2[O:8][C:9]3[C:14]([C:15](=[S:33])[CH:16]=2)=[CH:13][CH:12]=[CH:11][C:10]=3[C:18]2[CH:23]=[CH:22][CH:21]=[CH:20][CH:19]=2)[CH2:3][CH2:2]1. The reactants are [O:1]1[CH2:6][CH2:5][N:4]([C:7]2[O:8][C:9]3[C:14]([C:15](=O)[CH:16]=2)=[CH:13][CH:12]=[CH:11][C:10]=3[C:18]2[CH:23]=[CH:22][CH:21]=[CH:20][CH:19]=2)[CH2:3][CH2:2]1.COC1C=CC(P2(SP(C3C=CC(OC)=CC=3)(=S)S2)=[S:33])=CC=1.C1(C)C=CC=CC=1. The yield is 0.810. The catalyst is C(OCC)(=O)C. (6) The reactants are [NH2:1][C:2]1[CH:6]=[CH:5][S:4][C:3]=1[C:7]([NH2:9])=[O:8].CC[O-].[Na+].[CH2:14]([O:16][C:17](=[O:23])[C:18](OCC)=O)[CH3:15]. The catalyst is CCO. The product is [OH:8][C:7]1[C:3]2[S:4][CH:5]=[CH:6][C:2]=2[N:1]=[C:18]([C:17]([O:16][CH2:14][CH3:15])=[O:23])[N:9]=1. The yield is 0.740. (7) No catalyst specified. The yield is 0.280. The reactants are CO[C:3](=[O:20])[C:4]([OH:19])=[CH:5][C:6](=[O:18])[N:7]([CH2:9][C:10]1[CH:15]=[CH:14][C:13]([Cl:16])=[C:12]([Cl:17])[CH:11]=1)[CH3:8].C=O.[S:23]1[CH:27]=[CH:26][CH:25]=[CH:24]1.CN.ClC1C=[C:33](C=CC=1Cl)[CH2:34][N:35](C)C(C1CN(C)C(=O)C=1O)=O. The product is [Cl:17][C:12]1[CH:11]=[C:10]([CH:15]=[CH:14][C:13]=1[Cl:16])[CH2:9][N:7]([CH3:8])[C:6]([C:5]1[CH:34]([CH3:33])[N:35]([C:24]2[S:23][CH:27]=[CH:26][CH:25]=2)[C:3](=[O:20])[C:4]=1[OH:19])=[O:18].